This data is from Catalyst prediction with 721,799 reactions and 888 catalyst types from USPTO. The task is: Predict which catalyst facilitates the given reaction. (1) Reactant: Br[C:2]1[C:15]2[C:14](=[O:16])[N:13]([CH2:17][CH:18]3[CH2:23][CH2:22][O:21][CH2:20][CH2:19]3)[C:12](=[O:24])[C:11]3=[CH:25][C:26](Br)=[C:8]4[C:9]([C:10]=23)=[C:4]([C:5](=[O:36])[N:6]([CH2:29][CH:30]2[CH2:35][CH2:34][O:33][CH2:32][CH2:31]2)[C:7]4=[O:28])[CH:3]=1.[NH2:37][CH2:38][CH2:39][CH2:40][N:41]1[CH2:46][CH2:45][N:44]([CH3:47])[CH2:43][CH2:42]1. Product: [CH3:47][N:44]1[CH2:43][CH2:42][N:41]([CH2:40][CH2:39][CH2:38][NH:37][C:2]2[C:15]3[C:14](=[O:16])[N:13]([CH2:17][CH:18]4[CH2:23][CH2:22][O:21][CH2:20][CH2:19]4)[C:12](=[O:24])[C:11]4=[CH:25][C:26]([NH:37][CH2:38][CH2:39][CH2:40][N:41]5[CH2:42][CH2:43][N:44]([CH3:47])[CH2:45][CH2:46]5)=[C:8]5[C:9]([C:10]=34)=[C:4]([C:5](=[O:36])[N:6]([CH2:29][CH:30]3[CH2:35][CH2:34][O:33][CH2:32][CH2:31]3)[C:7]5=[O:28])[CH:3]=2)[CH2:46][CH2:45]1. The catalyst class is: 37. (2) Reactant: [OH:1][CH2:2][CH2:3][N:4]1[CH2:9][CH2:8][O:7][CH2:6][CH2:5]1.[H-].[Na+].Cl[C:13]1[C:18]([N+:19]([O-:21])=[O:20])=[CH:17][CH:16]=[C:15]([O:22][CH3:23])[N:14]=1. Product: [NH3:4].[CH3:23][O:22][C:15]1[N:14]=[C:13]([O:1][CH2:2][CH2:3][N:4]2[CH2:9][CH2:8][O:7][CH2:6][CH2:5]2)[C:18]([N+:19]([O-:21])=[O:20])=[CH:17][CH:16]=1. The catalyst class is: 7. (3) Reactant: [CH3:1][C:2]1[C:10]2[C:5](=[C:6]([CH3:11])[CH:7]=[CH:8][CH:9]=2)[NH:4][C:3]=1[CH2:12][OH:13]. Product: [CH3:1][C:2]1[C:10]2[C:5](=[C:6]([CH3:11])[CH:7]=[CH:8][CH:9]=2)[NH:4][C:3]=1[CH:12]=[O:13]. The catalyst class is: 327. (4) Reactant: [NH2:1][C:2]([CH3:16])([C:12]([F:15])([F:14])[F:13])[CH2:3][NH:4]C(=O)OC(C)(C)C.[ClH:17]. Product: [ClH:17].[ClH:17].[F:13][C:12]([F:15])([F:14])[C:2]([CH3:16])([NH2:1])[CH2:3][NH2:4]. The catalyst class is: 12.